This data is from Reaction yield outcomes from USPTO patents with 853,638 reactions. The task is: Predict the reaction yield, written as a fraction of the theoretical maximum amount of product (1.0 means a 100% yield; for example, 0.34 means a 34% yield). (1) The product is [NH2:22][C:23]1[C:24]([C:30]([NH:1][C:2]2[CH:3]=[N:4][N:5]([CH3:21])[C:6]=2[N:7]2[CH2:11][CH2:10][C@@H:9]([CH2:12][NH2:13])[CH2:8]2)=[O:32])=[N:25][C:26]([C:35]2[CH:36]=[CH:37][CH:38]=[CH:39][C:34]=2[F:33])=[CH:27][CH:28]=1. No catalyst specified. The reactants are [NH2:1][C:2]1[CH:3]=[N:4][N:5]([CH3:21])[C:6]=1[N:7]1[CH2:11][CH2:10][C@@H:9]([CH2:12][NH:13]C(=O)OC(C)(C)C)[CH2:8]1.[NH2:22][C:23]1[C:24]([C:30]([OH:32])=O)=[N:25][C:26](Br)=[CH:27][CH:28]=1.[F:33][C:34]1[CH:39]=[CH:38][CH:37]=[CH:36][C:35]=1B(O)O. The yield is 0.480. (2) The reactants are [F:1][C:2]([F:14])([F:13])[O:3][C:4]1[CH:9]=[CH:8][CH:7]=[CH:6][C:5]=1B(O)O.Br[C:16]1[CH:21]=[CH:20][C:19]([C@H:22]([NH2:24])[CH3:23])=[CH:18][CH:17]=1. The catalyst is O.CO.C([O-])(=O)C.[Pd+2].C([O-])(=O)C. The product is [F:1][C:2]([F:14])([F:13])[O:3][C:4]1[CH:9]=[CH:8][CH:7]=[CH:6][C:5]=1[C:16]1[CH:21]=[CH:20][C:19]([C@H:22]([NH2:24])[CH3:23])=[CH:18][CH:17]=1. The yield is 0.819. (3) The reactants are Cl.[NH2:2][OH:3].[CH:4]1([C:9](=O)[CH2:10][C:11]#[N:12])[CH2:8][CH2:7][CH2:6][CH2:5]1.[OH-].[Na+]. The catalyst is O. The product is [CH:4]1([C:9]2[CH:10]=[C:11]([NH2:12])[O:3][N:2]=2)[CH2:8][CH2:7][CH2:6][CH2:5]1. The yield is 0.610. (4) The reactants are COC1C=CC(C[N:8](CC2C=CC(OC)=CC=2)[C:9]2[N:14]=[C:13]([CH3:15])[N:12]=[C:11]([C:16]3[C:17]([NH:22][C:23]4[CH:24]=[CH:25][C:26]([NH:29][C:30]([NH:32][C:33]5[CH:38]=[CH:37][CH:36]=[C:35]([F:39])[CH:34]=5)=[O:31])=[N:27][CH:28]=4)=[N:18][CH:19]=[CH:20][CH:21]=3)[N:10]=2)=CC=1.FC(F)(F)S(O)(=O)=O.C(=O)(O)[O-].[Na+]. The catalyst is C(O)(C(F)(F)F)=O. The product is [NH2:8][C:9]1[N:14]=[C:13]([CH3:15])[N:12]=[C:11]([C:16]2[C:17]([NH:22][C:23]3[CH:24]=[CH:25][C:26]([NH:29][C:30]([NH:32][C:33]4[CH:38]=[CH:37][CH:36]=[C:35]([F:39])[CH:34]=4)=[O:31])=[N:27][CH:28]=3)=[N:18][CH:19]=[CH:20][CH:21]=2)[N:10]=1. The yield is 0.580.